From a dataset of Peptide-MHC class II binding affinity with 134,281 pairs from IEDB. Regression. Given a peptide amino acid sequence and an MHC pseudo amino acid sequence, predict their binding affinity value. This is MHC class II binding data. (1) The binding affinity (normalized) is 0.0678. The MHC is DRB1_0404 with pseudo-sequence DRB1_0404. The peptide sequence is GKANRGKMDVSGVQA. (2) The peptide sequence is YNFATCGLIGLVTFL. The MHC is DRB1_0401 with pseudo-sequence DRB1_0401. The binding affinity (normalized) is 0.201. (3) The peptide sequence is VCGMFTNRSGSQQ. The MHC is HLA-DQA10501-DQB10301 with pseudo-sequence HLA-DQA10501-DQB10301. The binding affinity (normalized) is 0.0682. (4) The peptide sequence is AEVELRQHGSEEWEP. The MHC is HLA-DQA10401-DQB10402 with pseudo-sequence HLA-DQA10401-DQB10402. The binding affinity (normalized) is 0.249. (5) The peptide sequence is KWMMAMKYPITADKR. The MHC is DRB1_1501 with pseudo-sequence DRB1_1501. The binding affinity (normalized) is 0.511. (6) The peptide sequence is TELQIVDKIDAAFKI. The MHC is DRB4_0101 with pseudo-sequence DRB4_0103. The binding affinity (normalized) is 0.597. (7) The MHC is HLA-DQA10102-DQB10502 with pseudo-sequence HLA-DQA10102-DQB10502. The binding affinity (normalized) is 0.0179. The peptide sequence is QGEPGRVIRGKKGAG. (8) The peptide sequence is TVPRTKYTATISGLK. The MHC is HLA-DPA10201-DPB10501 with pseudo-sequence HLA-DPA10201-DPB10501. The binding affinity (normalized) is 0.552. (9) The peptide sequence is EKKYFAATQFEPLAF. The MHC is HLA-DQA10501-DQB10201 with pseudo-sequence HLA-DQA10501-DQB10201. The binding affinity (normalized) is 0.610.